This data is from Peptide-MHC class I binding affinity with 185,985 pairs from IEDB/IMGT. The task is: Regression. Given a peptide amino acid sequence and an MHC pseudo amino acid sequence, predict their binding affinity value. This is MHC class I binding data. (1) The peptide sequence is TGILQLPRD. The binding affinity (normalized) is 0. The MHC is HLA-A02:01 with pseudo-sequence HLA-A02:01. (2) The peptide sequence is YRTHPHYSW. The MHC is Mamu-B17 with pseudo-sequence Mamu-B17. The binding affinity (normalized) is 0.821. (3) The peptide sequence is YMVPFIPLYR. The MHC is HLA-A03:01 with pseudo-sequence HLA-A03:01. The binding affinity (normalized) is 0.698. (4) The peptide sequence is RFVEELLHR. The MHC is HLA-A11:01 with pseudo-sequence HLA-A11:01. The binding affinity (normalized) is 0.247.